Dataset: Forward reaction prediction with 1.9M reactions from USPTO patents (1976-2016). Task: Predict the product of the given reaction. (1) Given the reactants [Cl:1][C:2]1[C:11]2[C:6](=[C:7]([OH:12])[CH:8]=[CH:9][CH:10]=2)[N:5]=[CH:4][CH:3]=1.[CH3:13][O:14][C:15]1[CH:22]=[CH:21][C:18]([CH2:19]Cl)=[CH:17][CH:16]=1, predict the reaction product. The product is: [Cl:1][C:2]1[C:11]2[C:6](=[C:7]([O:12][CH2:19][C:18]3[CH:21]=[CH:22][C:15]([O:14][CH3:13])=[CH:16][CH:17]=3)[CH:8]=[CH:9][CH:10]=2)[N:5]=[CH:4][CH:3]=1. (2) Given the reactants [Cl:1][C:2]1[CH:3]=[C:4]2[C:12](=[C:13]([N+:18]([O-])=O)[C:14]=1[S:15][CH2:16][CH3:17])[NH:11][C:10]1[CH:9]=[N:8][CH:7]=[CH:6][C:5]2=1.[Cl-].[NH4+].C, predict the reaction product. The product is: [Cl:1][C:2]1[CH:3]=[C:4]2[C:12](=[C:13]([NH2:18])[C:14]=1[S:15][CH2:16][CH3:17])[NH:11][C:10]1[CH:9]=[N:8][CH:7]=[CH:6][C:5]2=1. (3) Given the reactants [Cl:1][C:2]1[C:10]2[N:9]=[C:8]3[N:11]([C:15]4[CH:20]=[CH:19][C:18]([Cl:21])=[CH:17][C:16]=4[Cl:22])[CH2:12][CH2:13][CH2:14][N:7]3[C:6]=2[C:5]([CH:23]([NH2:26])[CH2:24][CH3:25])=[CH:4][CH:3]=1.C(N(CC)CC)C.[C:34](OC(=O)C)(=[O:36])[CH3:35], predict the reaction product. The product is: [Cl:1][C:2]1[C:10]2[N:9]=[C:8]3[N:11]([C:15]4[CH:20]=[CH:19][C:18]([Cl:21])=[CH:17][C:16]=4[Cl:22])[CH2:12][CH2:13][CH2:14][N:7]3[C:6]=2[C:5]([CH:23]([NH:26][C:34](=[O:36])[CH3:35])[CH2:24][CH3:25])=[CH:4][CH:3]=1. (4) Given the reactants [N+:1]([C:4]1[CH:5]=[N:6][NH:7][CH:8]=1)([O-:3])=[O:2].[H-].[Na+].I[CH2:12][CH3:13], predict the reaction product. The product is: [CH2:12]([N:6]1[CH:5]=[C:4]([N+:1]([O-:3])=[O:2])[CH:8]=[N:7]1)[CH3:13]. (5) Given the reactants [C:9](O[C:9]([O:11][C:12]([CH3:15])([CH3:14])[CH3:13])=[O:10])([O:11][C:12]([CH3:15])([CH3:14])[CH3:13])=[O:10].C(N(CC)CC)C.[CH3:23][O:24][C:25]([C:27]1[C:35]2[C:34](=[O:36])[CH2:33][CH2:32][CH2:31][C:30]=2[NH:29][CH:28]=1)=[O:26].C([O-])(O)=O.[Na+], predict the reaction product. The product is: [CH3:23][O:24][C:25]([C:27]1[C:35]2[C:34](=[O:36])[CH2:33][CH2:32][CH2:31][C:30]=2[N:29]([C:9]([O:11][C:12]([CH3:13])([CH3:14])[CH3:15])=[O:10])[CH:28]=1)=[O:26]. (6) Given the reactants [N+:1]([C:4]1[CH:21]=[CH:20][CH:19]=[CH:18][C:5]=1[CH:6]=[N:7][C:8]1[CH:13]=[CH:12][C:11]([C:14]([F:17])([F:16])[F:15])=[CH:10][CH:9]=1)([O-:3])=[O:2].B(F)(F)F.CCOCC.[CH2:31]=[C:32]([CH3:34])[CH3:33], predict the reaction product. The product is: [CH3:31][C:32]1([CH3:34])[C:9]2[C:8](=[CH:13][CH:12]=[C:11]([C:14]([F:15])([F:16])[F:17])[CH:10]=2)[NH:7][CH:6]([C:5]2[CH:18]=[CH:19][CH:20]=[CH:21][C:4]=2[N+:1]([O-:3])=[O:2])[CH2:33]1. (7) The product is: [CH3:15][N:6]1[CH2:5][CH2:4][C:3]2[C:8](=[C:9]([NH2:12])[CH:10]=[CH:11][CH:2]=2)[CH2:7]1. Given the reactants Br[C:2]1[CH:11]=[CH:10][C:9]([N+:12]([O-])=O)=[C:8]2[C:3]=1[CH2:4][CH2:5][N:6]([CH3:15])[CH2:7]2.[H][H], predict the reaction product. (8) Given the reactants [Br:1][C:2]1[CH:3]=[C:4]2[C:8](=[CH:9][CH:10]=1)[N:7]([CH:11]1[CH2:16][CH2:15][CH2:14][CH2:13][O:12]1)[N:6]=[C:5]2[CH:17]=O.[C:19]1([NH2:26])[CH:24]=[CH:23][CH:22]=[CH:21][C:20]=1[NH2:25].S(=O)(O)[O-].[Na+], predict the reaction product. The product is: [NH:25]1[C:20]2[CH:21]=[CH:22][CH:23]=[CH:24][C:19]=2[N:26]=[C:17]1[C:5]1[C:4]2[C:8](=[CH:9][CH:10]=[C:2]([Br:1])[CH:3]=2)[N:7]([CH:11]2[CH2:16][CH2:15][CH2:14][CH2:13][O:12]2)[N:6]=1. (9) Given the reactants [NH2:1][C:2]1[CH:7]=[C:6]([N+:8]([O-:10])=[O:9])[CH:5]=[CH:4][C:3]=1[CH2:11][OH:12].[K].CCSC(N(CC(C)C)[CH2:20][CH:21](C)[CH3:22])=O.C(Br)C=C, predict the reaction product. The product is: [CH2:22]([O:12][CH2:11][C:3]1[CH:4]=[CH:5][C:6]([N+:8]([O-:10])=[O:9])=[CH:7][C:2]=1[NH2:1])[CH:21]=[CH2:20]. (10) Given the reactants [O:1]1[CH2:6][CH2:5]O[CH2:3][CH2:2]1.Br[C:8]1[CH:9]=[C:10]([CH:13]=[CH:14][C:15]=1[N:16]1[CH2:21][CH2:20][O:19][CH2:18][CH2:17]1)[CH:11]=[O:12].C([Sn](CCCC)(CCCC)C1OC=CC=1)CCC.[F-].[K+], predict the reaction product. The product is: [O:1]1[CH:6]=[CH:5][CH:3]=[C:2]1[C:8]1[CH:9]=[C:10]([CH:13]=[CH:14][C:15]=1[N:16]1[CH2:21][CH2:20][O:19][CH2:18][CH2:17]1)[CH:11]=[O:12].